Dataset: Full USPTO retrosynthesis dataset with 1.9M reactions from patents (1976-2016). Task: Predict the reactants needed to synthesize the given product. (1) The reactants are: C(OC([N:8]1[CH2:13][CH2:12][N:11]([C:14]2[C:19]([C:20]3[CH:25]=[CH:24][C:23]([CH2:26][OH:27])=[CH:22][CH:21]=3)=[N:18][CH:17]=[CH:16][N:15]=2)[CH2:10][CH2:9]1)=O)(C)(C)C.FC(F)(F)C(O)=O. Given the product [N:11]1([C:14]2[C:19]([C:20]3[CH:21]=[CH:22][C:23]([CH2:26][OH:27])=[CH:24][CH:25]=3)=[N:18][CH:17]=[CH:16][N:15]=2)[CH2:12][CH2:13][NH:8][CH2:9][CH2:10]1, predict the reactants needed to synthesize it. (2) Given the product [F:1][C:2]1[CH:10]=[C:9]2[C:5]([CH2:6][CH2:7][N:8]2[CH:11]2[CH2:12][CH2:13][N:14]([C:17]([NH:19][C:20]3[S:21][C:22]4[CH2:23][NH:24][CH2:25][CH2:26][C:27]=4[N:28]=3)=[O:18])[CH2:15][CH2:16]2)=[CH:4][CH:3]=1.[C:36]([OH:42])([C:38]([F:41])([F:40])[F:39])=[O:37], predict the reactants needed to synthesize it. The reactants are: [F:1][C:2]1[CH:10]=[C:9]2[C:5]([CH2:6][CH2:7][N:8]2[CH:11]2[CH2:16][CH2:15][N:14]([C:17]([NH:19][C:20]3[S:21][C:22]4[CH2:23][N:24](C(OC(C)(C)C)=O)[CH2:25][CH2:26][C:27]=4[N:28]=3)=[O:18])[CH2:13][CH2:12]2)=[CH:4][CH:3]=1.[C:36]([OH:42])([C:38]([F:41])([F:40])[F:39])=[O:37].CCOCC. (3) Given the product [C:11]([O:15][C:16]([N:18]1[CH2:22][CH2:21][C@H:20]([O:23][Si:24]([C:27]([CH3:30])([CH3:29])[CH3:28])([CH3:26])[CH3:25])[C@H:19]1[CH:31]=[O:32])=[O:17])([CH3:14])([CH3:13])[CH3:12], predict the reactants needed to synthesize it. The reactants are: C(Cl)(=O)C(Cl)=O.CS(C)=O.[C:11]([O:15][C:16]([N:18]1[CH2:22][CH2:21][C@H:20]([O:23][Si:24]([C:27]([CH3:30])([CH3:29])[CH3:28])([CH3:26])[CH3:25])[C@H:19]1[CH2:31][OH:32])=[O:17])([CH3:14])([CH3:13])[CH3:12].C(N(CC)CC)C. (4) Given the product [N:8]1([CH2:17][C:18](=[O:35])[CH2:19][O:20][C:21]2[CH:22]=[CH:23][C:24]([CH2:27][CH2:28][CH2:29][CH2:30][CH2:31][CH2:32][CH2:33][CH3:34])=[CH:25][CH:26]=2)[C:16]2[C:11](=[CH:12][CH:13]=[CH:14][CH:15]=2)[CH:10]=[CH:9]1, predict the reactants needed to synthesize it. The reactants are: C(OC(=O)C)(=O)C.[N:8]1([CH2:17][CH:18]([OH:35])[CH2:19][O:20][C:21]2[CH:26]=[CH:25][C:24]([CH2:27][CH2:28][CH2:29][CH2:30][CH2:31][CH2:32][CH2:33][CH3:34])=[CH:23][CH:22]=2)[C:16]2[C:11](=[CH:12][CH:13]=[CH:14][CH:15]=2)[CH:10]=[CH:9]1.C(=O)([O-])O.[Na+].[Na+].[Cl-].